From a dataset of Forward reaction prediction with 1.9M reactions from USPTO patents (1976-2016). Predict the product of the given reaction. Given the reactants O=C1C=CC=CC1C[C@@H]1COCN1[C:10](=[O:28])[C@@H:11]([CH2:20][C:21]1[CH:26]=[CH:25][C:24]([Cl:27])=[CH:23][CH:22]=1)[CH2:12][C:13]([O:15][C:16]([CH3:19])([CH3:18])[CH3:17])=[O:14].[OH:33]O.O[Li].O, predict the reaction product. The product is: [C:16]([O:15][C:13]([CH2:12][C@H:11]([CH2:20][C:21]1[CH:22]=[CH:23][C:24]([Cl:27])=[CH:25][CH:26]=1)[C:10]([OH:28])=[O:33])=[O:14])([CH3:17])([CH3:18])[CH3:19].